Task: Predict the reaction yield, written as a fraction of the theoretical maximum amount of product (1.0 means a 100% yield; for example, 0.34 means a 34% yield).. Dataset: Reaction yield outcomes from USPTO patents with 853,638 reactions (1) The reactants are [CH3:1][N:2]1[C:7](=[O:8])[CH:6]=[C:5]([Cl:9])[NH:4][C:3]1=[O:10].Br[CH2:12][C:13]1[CH:20]=[C:19]([F:21])[CH:18]=[CH:17][C:14]=1[C:15]#[N:16].C([O-])([O-])=O.[K+].[K+]. The catalyst is CS(C)=O.O. The product is [Cl:9][C:5]1[N:4]([CH2:12][C:13]2[CH:20]=[C:19]([F:21])[CH:18]=[CH:17][C:14]=2[C:15]#[N:16])[C:3](=[O:10])[N:2]([CH3:1])[C:7](=[O:8])[CH:6]=1. The yield is 0.600. (2) The product is [Cl:1][C:2]1[CH:3]=[C:4]([C@@H:8]2[C@@H:9]([C:27]([N:30]3[CH2:34][CH2:33][CH2:32][C@H:31]3[CH2:35][OH:36])=[O:29])[NH:10][C@H:11]([CH2:22][C:23]([CH3:26])([CH3:24])[CH3:25])[C@:12]2([C:15]2[CH:16]=[CH:17][C:18]([Cl:21])=[CH:19][CH:20]=2)[C:13]#[N:14])[CH:5]=[CH:6][CH:7]=1. The yield is 0.117. The reactants are [Cl:1][C:2]1[CH:3]=[C:4]([CH:8]2[C:12]([C:15]3[CH:20]=[CH:19][C:18]([Cl:21])=[CH:17][CH:16]=3)([C:13]#[N:14])[CH:11]([CH2:22][C:23]([CH3:26])([CH3:25])[CH3:24])[NH:10][CH:9]2[C:27]([OH:29])=O)[CH:5]=[CH:6][CH:7]=1.[NH:30]1[CH2:34][CH2:33][CH2:32][C@H:31]1[CH2:35][OH:36].CN(C(ON1N=NC2C=CC=NC1=2)=[N+](C)C)C.F[P-](F)(F)(F)(F)F.CCN(C(C)C)C(C)C. The catalyst is C(Cl)Cl. (3) The catalyst is O1CCCC1.CCCCCC. The yield is 0.860. The product is [Cl:34][C:31]1[CH:30]=[CH:29][C:28]([S:25]([CH:24]([C:35]2[CH:40]=[C:39]([F:41])[CH:38]=[CH:37][C:36]=2[F:42])[CH2:23][CH2:22][S:21][CH2:20][CH2:19][OH:18])(=[O:27])=[O:26])=[CH:33][CH:32]=1. The reactants are [Si]([O:18][CH2:19][CH2:20][S:21][CH2:22][CH2:23][CH:24]([C:35]1[CH:40]=[C:39]([F:41])[CH:38]=[CH:37][C:36]=1[F:42])[S:25]([C:28]1[CH:33]=[CH:32][C:31]([Cl:34])=[CH:30][CH:29]=1)(=[O:27])=[O:26])(C(C)(C)C)(C1C=CC=CC=1)C1C=CC=CC=1.[F-].C([N+](CCCC)(CCCC)CCCC)CCC.O. (4) The reactants are C(=O)([O-])[O-].[Cs+].[Cs+].[CH2:7]([O:9][C:10](=[O:23])[C:11]1[CH:16]=[C:15]([OH:17])[N:14]=[C:13]([NH:18][C@H:19]([CH2:21][CH3:22])[CH3:20])[CH:12]=1)[CH3:8].COC(=O)[C:27](Cl)([F:29])[F:28]. The catalyst is CC(=O)CC. The product is [CH2:7]([O:9][C:10](=[O:23])[C:11]1[CH:16]=[C:15]([O:17][CH:27]([F:29])[F:28])[N:14]=[C:13]([NH:18][C@H:19]([CH2:21][CH3:22])[CH3:20])[CH:12]=1)[CH3:8]. The yield is 0.650. (5) The reactants are Br[C:2]1[CH:10]=[CH:9][CH:8]=[C:7]2[C:3]=1[C:4]1([C:20]3=[CH:21][C:22]4[O:26][CH2:25][O:24][C:23]=4[CH:27]=[C:19]3[O:18][CH2:17]1)[C:5](=[O:16])[N:6]2[CH2:11][CH2:12][CH2:13][CH2:14][CH3:15].[NH2:28][C:29]1[CH:30]=[CH:31][C:32]([O:35][CH3:36])=[N:33][CH:34]=1.C1C=CC(P(C2C(C3C(P(C4C=CC=CC=4)C4C=CC=CC=4)=CC=C4C=3C=CC=C4)=C3C(C=CC=C3)=CC=2)C2C=CC=CC=2)=CC=1.C[O-].[Na+]. The catalyst is C1C=CC(/C=C/C(/C=C/C2C=CC=CC=2)=O)=CC=1.C1C=CC(/C=C/C(/C=C/C2C=CC=CC=2)=O)=CC=1.C1C=CC(/C=C/C(/C=C/C2C=CC=CC=2)=O)=CC=1.[Pd].[Pd]. The product is [CH3:36][O:35][C:32]1[N:33]=[CH:34][C:29]([NH:28][C:2]2[CH:10]=[CH:9][CH:8]=[C:7]3[C:3]=2[C:4]2([C:20]4=[CH:21][C:22]5[O:26][CH2:25][O:24][C:23]=5[CH:27]=[C:19]4[O:18][CH2:17]2)[C:5](=[O:16])[N:6]3[CH2:11][CH2:12][CH2:13][CH2:14][CH3:15])=[CH:30][CH:31]=1. The yield is 0.540. (6) The reactants are [OH-].[K+].C([O:5][C:6]([C:8]1([CH2:11][CH2:12][CH2:13][CH2:14][CH2:15][CH2:16][CH2:17][CH2:18][CH2:19][CH2:20][CH2:21][CH2:22][C:23]2([CH2:26][O:27][CH3:28])[CH2:25][CH2:24]2)[CH2:10][CH2:9]1)=[O:7])C.Cl. The catalyst is C(O)C.O. The product is [CH3:28][O:27][CH2:26][C:23]1([CH2:22][CH2:21][CH2:20][CH2:19][CH2:18][CH2:17][CH2:16][CH2:15][CH2:14][CH2:13][CH2:12][CH2:11][C:8]2([C:6]([OH:7])=[O:5])[CH2:10][CH2:9]2)[CH2:24][CH2:25]1. The yield is 0.940. (7) The reactants are [Cl:1][C:2]1[CH:7]=[CH:6][C:5]([S:8][CH2:9][CH2:10][C:11]([OH:13])=[O:12])=[C:4]([NH:14][S:15]([C:18]2[CH:23]=[CH:22][C:21]([Cl:24])=[CH:20][C:19]=2[F:25])(=[O:17])=[O:16])[CH:3]=1.C1C=C(Cl)C=C(C(OO)=[O:34])C=1. The catalyst is C(Cl)Cl.CC(C)=O. The product is [Cl:1][C:2]1[CH:7]=[CH:6][C:5]([S:8]([CH2:9][CH2:10][C:11]([OH:13])=[O:12])=[O:34])=[C:4]([NH:14][S:15]([C:18]2[CH:23]=[CH:22][C:21]([Cl:24])=[CH:20][C:19]=2[F:25])(=[O:17])=[O:16])[CH:3]=1. The yield is 0.940.